This data is from Catalyst prediction with 721,799 reactions and 888 catalyst types from USPTO. The task is: Predict which catalyst facilitates the given reaction. (1) The catalyst class is: 1. Product: [CH2:2]([CH:3]([O:6][C:10]1[N:15]2[N:16]=[CH:17][C:18]([C:19]3[C:20]([CH3:27])=[CH:21][C:22]([CH3:26])=[CH:23][C:24]=3[CH3:25])=[C:14]2[N:13]=[C:12]([CH3:28])[CH:11]=1)[CH2:4][CH3:5])[CH3:1]. Reactant: [CH3:1][CH2:2][CH:3]([OH:6])[CH2:4][CH3:5].[H-].[Na+].Cl[C:10]1[N:15]2[N:16]=[CH:17][C:18]([C:19]3[C:24]([CH3:25])=[CH:23][C:22]([CH3:26])=[CH:21][C:20]=3[CH3:27])=[C:14]2[N:13]=[C:12]([CH3:28])[CH:11]=1. (2) Reactant: Br[C:2]1[CH:7]=[CH:6][C:5]([O:8][C:9]([F:12])([F:11])[F:10])=[CH:4][CH:3]=1.C([Li])CCC.CCCCCC.CON(C)[C:27]([CH:29]1[CH2:34][CH2:33][O:32][CH2:31][CH2:30]1)=[O:28].[Cl-].[NH4+]. The catalyst class is: 7. Product: [O:32]1[CH2:33][CH2:34][CH:29]([C:27]([C:2]2[CH:7]=[CH:6][C:5]([O:8][C:9]([F:12])([F:11])[F:10])=[CH:4][CH:3]=2)=[O:28])[CH2:30][CH2:31]1. (3) Reactant: [C:1](Cl)(=O)[C:2]([Cl:4])=[O:3].CN(C)C=O.[F:12][C:13]([F:27])([F:26])[C:14]1[S:18][C:17]2C(C(O)=O)=[CH:20][CH:21]=[CH:22][C:16]=2[CH:15]=1. Product: [F:27][C:13]([F:12])([F:26])[C:14]1[S:18][C:17]2[C:1]([C:2]([Cl:4])=[O:3])=[CH:20][CH:21]=[CH:22][C:16]=2[CH:15]=1. The catalyst class is: 4. (4) Reactant: [N:1]1([C:6]2[N:11]=[CH:10][N:9]=[C:8]([O:12][C:13]3[CH:18]=[CH:17][C:16]([NH2:19])=[CH:15][CH:14]=3)[CH:7]=2)[CH:5]=[N:4][CH:3]=[N:2]1.[Cl:20][C:21]1[CH:26]=[CH:25][C:24]([N:27]=[C:28]=[O:29])=[CH:23][C:22]=1[C:30]([F:33])([F:32])[F:31]. Product: [Cl:20][C:21]1[CH:26]=[CH:25][C:24]([NH:27][C:28]([NH:19][C:16]2[CH:17]=[CH:18][C:13]([O:12][C:8]3[CH:7]=[C:6]([N:1]4[CH:5]=[N:4][CH:3]=[N:2]4)[N:11]=[CH:10][N:9]=3)=[CH:14][CH:15]=2)=[O:29])=[CH:23][C:22]=1[C:30]([F:31])([F:32])[F:33]. The catalyst class is: 2. (5) Reactant: [Br:1][C:2]1[CH:3]=[CH:4][C:5]([O:25][CH3:26])=[C:6]([S:8]([NH:11][CH:12]2[CH2:17][CH2:16][N:15]([C:18]([O:20][C:21]([CH3:24])([CH3:23])[CH3:22])=[O:19])[CH2:14][CH2:13]2)(=[O:10])=[O:9])[CH:7]=1.FC(F)(F)S(O[CH2:33][C:34]([F:37])([F:36])[F:35])(=O)=O.C(=O)([O-])[O-].[K+].[K+].O. Product: [C:21]([O:20][C:18]([N:15]1[CH2:16][CH2:17][CH:12]([N:11]([S:8]([C:6]2[CH:7]=[C:2]([Br:1])[CH:3]=[CH:4][C:5]=2[O:25][CH3:26])(=[O:9])=[O:10])[CH2:33][C:34]([F:37])([F:36])[F:35])[CH2:13][CH2:14]1)=[O:19])([CH3:22])([CH3:23])[CH3:24]. The catalyst class is: 3.